From a dataset of Full USPTO retrosynthesis dataset with 1.9M reactions from patents (1976-2016). Predict the reactants needed to synthesize the given product. (1) Given the product [Cl:23][C:16]1[N:17]=[CH:18][C:19]2[NH:20][C:4](=[O:24])[CH:5]([CH3:25])[CH2:6][N:8]([CH:9]3[CH2:10][CH2:11][CH2:12][CH2:13]3)[C:14]=2[N:15]=1, predict the reactants needed to synthesize it. The reactants are: C(O[C:4](=[O:24])[CH2:5][CH:6]([N:8]([C:14]1[C:19]([N+:20]([O-])=O)=[CH:18][N:17]=[C:16]([Cl:23])[N:15]=1)[CH:9]1[CH2:13][CH2:12][CH2:11][CH2:10]1)C)C.[C:25](O)(=O)C. (2) Given the product [NH2:11][C:12]1[C:21]([C:22]([O:24][C:8]2[S:7][N:6]=[C:5]([CH3:10])[C:4]=2[Br:3])=[O:23])=[C:15]2[N:16]=[CH:17][C:18]([F:20])=[CH:19][N:14]2[N:13]=1, predict the reactants needed to synthesize it. The reactants are: [H-].[Na+].[Br:3][C:4]1[C:5]([CH3:10])=[N:6][S:7][C:8]=1N.[NH2:11][C:12]1[C:21]([C:22]([O:24]N2C3C=C(Cl)C=CC=3N=N2)=[O:23])=[C:15]2[N:16]=[CH:17][C:18]([F:20])=[CH:19][N:14]2[N:13]=1.O. (3) Given the product [I-:51].[OH:1][C@@H:2]([C@H:4]1[C:34](=[O:35])[N:6]2[C:7]([C:21]([O:23][CH2:24][C:25]3[CH:26]=[CH:27][C:28]([N+:31]([O-:33])=[O:32])=[CH:29][CH:30]=3)=[O:22])=[C:8]([C:11]3[S:15][C:14]4=[C:16]([S:19][CH3:20])[N:17]([CH2:50][C:49]([NH:48][O:47][C:45]([O:44][CH2:43][C:42]5[CH:53]=[CH:54][C:39]([N+:36]([O-:38])=[O:37])=[CH:40][CH:41]=5)=[O:46])=[O:52])[CH:18]=[N+:13]4[CH:12]=3)[C@H:9]([CH3:10])[C@H:5]12)[CH3:3], predict the reactants needed to synthesize it. The reactants are: [OH:1][C@@H:2]([C@H:4]1[C:34](=[O:35])[N:6]2[C:7]([C:21]([O:23][CH2:24][C:25]3[CH:30]=[CH:29][C:28]([N+:31]([O-:33])=[O:32])=[CH:27][CH:26]=3)=[O:22])=[C:8]([C:11]3[S:15][C:14]4=[C:16]([S:19][CH3:20])[N:17]=[CH:18][N:13]4[CH:12]=3)[C@H:9]([CH3:10])[C@H:5]12)[CH3:3].[N+:36]([C:39]1[CH:54]=[CH:53][C:42]([CH2:43][O:44][C:45]([O:47][NH:48][C:49](=[O:52])[CH2:50][I:51])=[O:46])=[CH:41][CH:40]=1)([O-:38])=[O:37]. (4) Given the product [F:1][C:2]1[CH:7]=[CH:6][C:5]([O:8][CH3:9])=[CH:4][C:3]=1[C:10]1[CH:15]=[CH:14][C:13]([C:16]([O:18][CH3:19])=[O:17])=[CH:12][C:11]=1[CH:20]([OH:21])[C:25]([CH3:27])([CH3:26])[CH:24]=[CH2:23], predict the reactants needed to synthesize it. The reactants are: [F:1][C:2]1[CH:7]=[CH:6][C:5]([O:8][CH3:9])=[CH:4][C:3]=1[C:10]1[CH:15]=[CH:14][C:13]([C:16]([O:18][CH3:19])=[O:17])=[CH:12][C:11]=1[CH:20]=[O:21].Br[CH2:23][CH:24]=[C:25]([CH3:27])[CH3:26].[I-].[Na+].[In]. (5) The reactants are: Cl[C:2]1[CH:11]=[CH:10][C:5]([C:6]([O:8][CH3:9])=[O:7])=[CH:4][N:3]=1.[CH2:12]([N:19]1[CH2:23][CH2:22][C@@H:21]([NH2:24])[CH2:20]1)[C:13]1[CH:18]=[CH:17][CH:16]=[CH:15][CH:14]=1.C([O-])([O-])=O.[K+].[K+].CCOC(C)=O. Given the product [CH2:12]([N:19]1[CH2:23][CH2:22][C@@H:21]([NH:24][C:2]2[CH:11]=[CH:10][C:5]([C:6]([O:8][CH3:9])=[O:7])=[CH:4][N:3]=2)[CH2:20]1)[C:13]1[CH:14]=[CH:15][CH:16]=[CH:17][CH:18]=1, predict the reactants needed to synthesize it. (6) The reactants are: [NH2:1][C:2]1[CH:3]=[C:4]2[C:8](=[C:9]([F:11])[CH:10]=1)[N:7]([CH2:12][CH3:13])[C:6](=[O:14])[CH2:5]2.[C:15]([O:19][C:20](=[O:26])[NH:21][CH2:22][C@H:23]1[CH2:25][O:24]1)([CH3:18])([CH3:17])[CH3:16].FC(F)(F)S([O-])(=O)=O.[Li+]. Given the product [C:15]([O:19][C:20](=[O:26])[NH:21][CH2:22][C@H:23]([OH:24])[CH2:25][NH:1][C:2]1[CH:3]=[C:4]2[C:8](=[C:9]([F:11])[CH:10]=1)[N:7]([CH2:12][CH3:13])[C:6](=[O:14])[CH2:5]2)([CH3:17])([CH3:16])[CH3:18], predict the reactants needed to synthesize it. (7) The reactants are: Cl.[CH3:2][O:3][CH2:4][CH2:5][N:6]([CH2:11][C:12]1[CH:20]=[CH:19][C:15]([C:16]([OH:18])=O)=[CH:14][CH:13]=1)[CH2:7][CH2:8][O:9][CH3:10].C(N(CC)C(C)C)(C)C.O.ON1C2C=CC=CC=2N=N1.Cl.CN(C)CCCN=C=NCC.O.Cl.Cl.[NH2:56][CH2:57][C:58]1[NH:59][C:60]2[CH:66]=[CH:65][CH:64]=[CH:63][C:61]=2[N:62]=1.C([O-])(O)=O.[Na+]. Given the product [NH:59]1[C:60]2[CH:66]=[CH:65][CH:64]=[CH:63][C:61]=2[N:62]=[C:58]1[CH2:57][NH:56][C:16](=[O:18])[C:15]1[CH:14]=[CH:13][C:12]([CH2:11][N:6]([CH2:5][CH2:4][O:3][CH3:2])[CH2:7][CH2:8][O:9][CH3:10])=[CH:20][CH:19]=1, predict the reactants needed to synthesize it. (8) Given the product [OH:1][CH:2]1[CH2:7][CH2:6][CH2:5][CH2:4][CH:3]1[O:8][C:9]1[CH:10]=[C:11]([CH:15]=[CH:16][C:17]=1[O:18][CH3:19])[C:12]([NH:23][CH:21]([CH3:22])[CH3:20])=[O:14], predict the reactants needed to synthesize it. The reactants are: [OH:1][CH:2]1[CH2:7][CH2:6][CH2:5][CH2:4][CH:3]1[O:8][C:9]1[CH:10]=[C:11]([CH:15]=[CH:16][C:17]=1[O:18][CH3:19])[C:12]([OH:14])=O.[CH3:20][CH:21]([NH2:23])[CH3:22]. (9) Given the product [CH2:32]([N:1]1[CH2:5][CH2:4][C@@H:3]([CH2:6][C:7]2[CH:12]=[CH:11][CH:10]=[CH:9][C:8]=2[S:13]([NH:16][C:17]2[C:26]([C:27]([O:29][CH3:30])=[O:28])=[C:25]3[C:20]([C@H:21]4[CH2:31][C@H:22]4[CH2:23][O:24]3)=[CH:19][CH:18]=2)(=[O:14])=[O:15])[CH2:2]1)[CH3:33], predict the reactants needed to synthesize it. The reactants are: [NH:1]1[CH2:5][CH2:4][C@@H:3]([CH2:6][C:7]2[CH:12]=[CH:11][CH:10]=[CH:9][C:8]=2[S:13]([NH:16][C:17]2[C:26]([C:27]([O:29][CH3:30])=[O:28])=[C:25]3[C:20]([C@H:21]4[CH2:31][C@H:22]4[CH2:23][O:24]3)=[CH:19][CH:18]=2)(=[O:15])=[O:14])[CH2:2]1.[C:32](O[BH-](OC(=O)C)OC(=O)C)(=O)[CH3:33].[Na+].C(=O)C.O.